Task: Binary Classification. Given a drug SMILES string, predict its activity (active/inactive) in a high-throughput screening assay against a specified biological target.. Dataset: KCNQ2 potassium channel screen with 302,405 compounds (1) The drug is Fc1cc(C(=O)N2CC(CCC2)CCC(=O)NCc2cc(F)c(F)cc2)ccc1OC. The result is 0 (inactive). (2) The drug is N1(CC2CCCCC2)C(CN=C1N)Cc1ccccc1. The result is 0 (inactive).